From a dataset of Full USPTO retrosynthesis dataset with 1.9M reactions from patents (1976-2016). Predict the reactants needed to synthesize the given product. (1) Given the product [C:1]([O:5][C:6](=[O:17])[CH2:7][O:8][C:9]1[CH:14]=[CH:13][C:12]([Cl:15])=[CH:11][C:10]=1[C:30]#[C:29][Si:26]([CH3:28])([CH3:27])[CH3:25])([CH3:4])([CH3:3])[CH3:2], predict the reactants needed to synthesize it. The reactants are: [C:1]([O:5][C:6](=[O:17])[CH2:7][O:8][C:9]1[CH:14]=[CH:13][C:12]([Cl:15])=[CH:11][C:10]=1Br)([CH3:4])([CH3:3])[CH3:2].C(N(CC)CC)C.[CH3:25][Si:26]([C:29]#[CH:30])([CH3:28])[CH3:27]. (2) Given the product [CH3:1][O:2][C:3](=[O:22])[CH2:4][C:5]1[C:14]([CH2:15][CH3:16])=[C:13]([OH:17])[C:12]2[C:7](=[CH:8][CH:9]=[C:10]([F:21])[CH:11]=2)[CH:6]=1, predict the reactants needed to synthesize it. The reactants are: [CH3:1][O:2][C:3](=[O:22])[CH2:4][C:5]1[C:14]([CH2:15][CH3:16])=[C:13]([O:17]C(=O)C)[C:12]2[C:7](=[CH:8][CH:9]=[C:10]([F:21])[CH:11]=2)[CH:6]=1.C[O-].[Na+].Cl.